Task: Predict the product of the given reaction.. Dataset: Forward reaction prediction with 1.9M reactions from USPTO patents (1976-2016) (1) Given the reactants [C:1]([N:8]1[CH2:13][CH2:12][CH:11]([C:14]2[N:15]([CH:21]3[CH2:23][CH2:22]3)[N:16]=[CH:17][C:18]=2[CH2:19][OH:20])[CH2:10][CH2:9]1)([O:3][C:4]([CH3:7])([CH3:6])[CH3:5])=[O:2], predict the reaction product. The product is: [C:1]([N:8]1[CH2:9][CH2:10][CH:11]([C:14]2[N:15]([CH:21]3[CH2:23][CH2:22]3)[N:16]=[CH:17][C:18]=2[CH:19]=[O:20])[CH2:12][CH2:13]1)([O:3][C:4]([CH3:7])([CH3:6])[CH3:5])=[O:2]. (2) Given the reactants [Cl:1][C:2]1[CH:7]=[CH:6][CH:5]=[CH:4][C:3]=1[S:8]([CH:11]1[CH2:15][C@@H:14]([C:16]([OH:18])=O)[C@H:13]([CH2:19][O:20][CH3:21])[CH2:12]1)(=[O:10])=[O:9].[NH2:22][CH2:23][C:24]#[N:25], predict the reaction product. The product is: [C:23]([CH2:24][NH:25][C:16]([C@@H:14]1[CH2:15][CH:11]([S:8]([C:3]2[CH:4]=[CH:5][CH:6]=[CH:7][C:2]=2[Cl:1])(=[O:9])=[O:10])[CH2:12][C@H:13]1[CH2:19][O:20][CH3:21])=[O:18])#[N:22]. (3) The product is: [I:39][CH2:12][CH2:11][CH:2]([CH3:1])[CH2:3][CH2:4][C:5]1[CH:10]=[CH:9][CH:8]=[CH:7][CH:6]=1. Given the reactants [CH3:1][CH:2]([CH2:11][CH2:12]O)[CH2:3][CH2:4][C:5]1[CH:10]=[CH:9][CH:8]=[CH:7][CH:6]=1.C1(P(C2C=CC=CC=2)C2C=CC=CC=2)C=CC=CC=1.N1C=CC=CC=1.[I:39]I.Cl, predict the reaction product. (4) Given the reactants Cl.[F:2][C:3]1[C:10]([O:11][CH3:12])=[CH:9][CH:8]=[CH:7][C:4]=1[CH2:5][NH2:6].[NH2:13][C:14]1[N:22]=[CH:21][CH:20]=[CH:19][C:15]=1[C:16](O)=[O:17].CCN=C=NCCCN(C)C.N1C=CC=CC=1, predict the reaction product. The product is: [F:2][C:3]1[C:10]([O:11][CH3:12])=[CH:9][CH:8]=[CH:7][C:4]=1[CH2:5][NH:6][C:16](=[O:17])[C:15]1[CH:19]=[CH:20][CH:21]=[N:22][C:14]=1[NH2:13].